From a dataset of Catalyst prediction with 721,799 reactions and 888 catalyst types from USPTO. Predict which catalyst facilitates the given reaction. (1) Reactant: [CH2:1](Br)[C:2]1[CH:7]=[CH:6][CH:5]=[CH:4][CH:3]=1.[N:9]1[CH:14]=[CH:13][CH:12]=[CH:11][CH:10]=1.[BH4-].[Na+]. Product: [CH2:1]([N:9]1[CH2:10][CH:11]=[CH:12][CH2:13][CH2:14]1)[C:2]1[CH:7]=[CH:6][CH:5]=[CH:4][CH:3]=1. The catalyst class is: 10. (2) Reactant: Br[C:2]1[CH:31]=[CH:30][C:5]2[C:6]3[C:11]([NH:12][C:13]4[CH:18]=[CH:17][C:16]([O:19][CH2:20][C:21]5[CH:26]=[CH:25][CH:24]=[C:23]([F:27])[CH:22]=5)=[C:15]([Cl:28])[CH:14]=4)=[N:10][CH:9]=[N:8][C:7]=3[S:29][C:4]=2[CH:3]=1.[NH:32]1[CH2:37][CH2:36][O:35][CH2:34][CH2:33]1.[H-].[Na+]. Product: [Cl:28][C:15]1[CH:14]=[C:13]([NH:12][C:11]2[C:6]3[C:5]4[CH:30]=[CH:31][C:2]([N:32]5[CH2:37][CH2:36][O:35][CH2:34][CH2:33]5)=[CH:3][C:4]=4[S:29][C:7]=3[N:8]=[CH:9][N:10]=2)[CH:18]=[CH:17][C:16]=1[O:19][CH2:20][C:21]1[CH:26]=[CH:25][CH:24]=[C:23]([F:27])[CH:22]=1. The catalyst class is: 110. (3) Reactant: [NH2:1][C:2]1[S:3][CH:4]=[CH:5][C:6]=1[C:7]([NH2:9])=[O:8].C(N(C(C)C)CC)(C)C.[CH2:19]([O:26][C:27](Cl)=[O:28])[C:20]1[CH:25]=[CH:24][CH:23]=[CH:22][CH:21]=1. Product: [CH2:19]([O:26][C:27](=[O:28])[NH:1][C:2]1[S:3][CH:4]=[CH:5][C:6]=1[C:7]([NH2:9])=[O:8])[C:20]1[CH:25]=[CH:24][CH:23]=[CH:22][CH:21]=1. The catalyst class is: 7. (4) Reactant: [Cl:1][C:2]1[CH:21]=[CH:20][C:5]([C:6]([NH:8][C:9]2[CH:10]=[C:11]([CH:16]=[CH:17][C:18]=2[CH3:19])[C:12]([O:14]C)=[O:13])=[O:7])=[CH:4][N:3]=1.[OH-].[Na+]. Product: [Cl:1][C:2]1[CH:21]=[CH:20][C:5]([C:6]([NH:8][C:9]2[CH:10]=[C:11]([CH:16]=[CH:17][C:18]=2[CH3:19])[C:12]([OH:14])=[O:13])=[O:7])=[CH:4][N:3]=1. The catalyst class is: 1. (5) Reactant: C[O:2][C:3](=[O:18])[C:4]1[CH:9]=[C:8]([NH:10][C@H:11]([CH2:13][CH3:14])[CH3:12])[N:7]=[C:6]([C:15](=[O:17])[CH3:16])[CH:5]=1.[OH-].[Li+].Cl. Product: [C:15]([C:6]1[CH:5]=[C:4]([CH:9]=[C:8]([NH:10][C@H:11]([CH2:13][CH3:14])[CH3:12])[N:7]=1)[C:3]([OH:18])=[O:2])(=[O:17])[CH3:16]. The catalyst class is: 1. (6) Reactant: [N+:1]([CH2:3][C:4]([O:6][CH2:7][CH3:8])=[O:5])#[C-:2].[CH3:9][C:10]([CH3:13])([O-])[CH3:11].[K+].Cl. Product: [CH2:7]([O:6][C:4]([C:3]1[NH:1][CH:2]=[C:9]2[C:11]=1[CH:10]1[CH2:13][CH2:13][CH:10]2[CH:11]=[CH:9]1)=[O:5])[CH3:8]. The catalyst class is: 7. (7) Reactant: [S:1]1[C:12]2[C:4](=[CH:5][CH:6]=[C:7]3[C:11]=2[CH2:10][C:9](=[O:13])[NH:8]3)[N:3]=[CH:2]1.C(O[CH:19](OC(C)(C)C)[N:20](C)[CH3:21])(C)(C)C.[CH3:28]N(C=O)C. Product: [CH3:19][N:20]([CH3:21])[CH:10]1[C:11]2[C:7](=[CH:6][CH:5]=[C:4]3[C:12]=2[S:1](=[CH2:28])[CH:2]=[N:3]3)[NH:8][C:9]1=[O:13]. The catalyst class is: 28. (8) Reactant: [Cl:1][C:2]1[CH:10]=[CH:9][C:8]([Cl:11])=[CH:7][C:3]=1[C:4]([OH:6])=O.ClC1C=CC(Cl)=CC=1C(Cl)=O.S(Cl)(Cl)=O.[CH3:27][O:28][CH2:29][CH2:30][N:31]1[C:35]([CH3:36])=[C:34]([CH3:37])[S:33][C:32]1=[NH:38].CCN(CC)CC. Product: [Cl:1][C:2]1[CH:10]=[CH:9][C:8]([Cl:11])=[CH:7][C:3]=1[C:4](/[N:38]=[C:32]1\[S:33][C:34]([CH3:37])=[C:35]([CH3:36])[N:31]\1[CH2:30][CH2:29][O:28][CH3:27])=[O:6]. The catalyst class is: 1.